Dataset: NCI-60 drug combinations with 297,098 pairs across 59 cell lines. Task: Regression. Given two drug SMILES strings and cell line genomic features, predict the synergy score measuring deviation from expected non-interaction effect. (1) Synergy scores: CSS=-7.35, Synergy_ZIP=-2.13, Synergy_Bliss=-7.94, Synergy_Loewe=-16.9, Synergy_HSA=-14.3. Drug 2: C1=CC=C(C=C1)NC(=O)CCCCCCC(=O)NO. Drug 1: CC1=C(C=C(C=C1)NC(=O)C2=CC=C(C=C2)CN3CCN(CC3)C)NC4=NC=CC(=N4)C5=CN=CC=C5. Cell line: SNB-19. (2) Drug 1: CCC1(CC2CC(C3=C(CCN(C2)C1)C4=CC=CC=C4N3)(C5=C(C=C6C(=C5)C78CCN9C7C(C=CC9)(C(C(C8N6C=O)(C(=O)OC)O)OC(=O)C)CC)OC)C(=O)OC)O.OS(=O)(=O)O. Drug 2: COC1=C2C(=CC3=C1OC=C3)C=CC(=O)O2. Cell line: CAKI-1. Synergy scores: CSS=0.874, Synergy_ZIP=-1.18, Synergy_Bliss=-2.97, Synergy_Loewe=-18.0, Synergy_HSA=-9.34. (3) Drug 1: CC=C1C(=O)NC(C(=O)OC2CC(=O)NC(C(=O)NC(CSSCCC=C2)C(=O)N1)C(C)C)C(C)C. Cell line: COLO 205. Synergy scores: CSS=50.2, Synergy_ZIP=-2.47, Synergy_Bliss=1.56, Synergy_Loewe=-18.4, Synergy_HSA=-3.15. Drug 2: N.N.Cl[Pt+2]Cl. (4) Drug 1: CS(=O)(=O)C1=CC(=C(C=C1)C(=O)NC2=CC(=C(C=C2)Cl)C3=CC=CC=N3)Cl. Drug 2: CCC1(CC2CC(C3=C(CCN(C2)C1)C4=CC=CC=C4N3)(C5=C(C=C6C(=C5)C78CCN9C7C(C=CC9)(C(C(C8N6C=O)(C(=O)OC)O)OC(=O)C)CC)OC)C(=O)OC)O.OS(=O)(=O)O. Cell line: LOX IMVI. Synergy scores: CSS=67.6, Synergy_ZIP=14.1, Synergy_Bliss=15.0, Synergy_Loewe=-12.4, Synergy_HSA=17.7. (5) Cell line: OVCAR-8. Drug 1: C1CCC(C1)C(CC#N)N2C=C(C=N2)C3=C4C=CNC4=NC=N3. Synergy scores: CSS=19.5, Synergy_ZIP=4.17, Synergy_Bliss=7.80, Synergy_Loewe=-8.23, Synergy_HSA=6.10. Drug 2: C1CCC(C(C1)N)N.C(=O)(C(=O)[O-])[O-].[Pt+4]. (6) Drug 2: CN(C(=O)NC(C=O)C(C(C(CO)O)O)O)N=O. Synergy scores: CSS=4.67, Synergy_ZIP=-0.665, Synergy_Bliss=-1.88, Synergy_Loewe=4.93, Synergy_HSA=-3.67. Drug 1: CC1=C2C(C(=O)C3(C(CC4C(C3C(C(C2(C)C)(CC1OC(=O)C(C(C5=CC=CC=C5)NC(=O)OC(C)(C)C)O)O)OC(=O)C6=CC=CC=C6)(CO4)OC(=O)C)O)C)O. Cell line: NCI/ADR-RES.